From a dataset of Experimentally validated miRNA-target interactions with 360,000+ pairs, plus equal number of negative samples. Binary Classification. Given a miRNA mature sequence and a target amino acid sequence, predict their likelihood of interaction. The miRNA is mmu-miR-33-5p with sequence GUGCAUUGUAGUUGCAUUGCA. The protein sequence of the target gene is MGNAPSNSSEDEAAAAGGEGWSPHQDWAADSGTTPGPGPAAAVLPSAAALLEPARLREAAAALRPAPPCESLVSRHHGALLRWLEERLGRGEESVTLEQFRELLEARGAGCSGEQFEEAFAQFDAEGDGTVDAENMLEALKNSSGANLQGELSHVIRQLQACSLVPGFIDIFSESKEGLGIHSSMILRFLHRNRISSMVIPYPMLDHCNNMCTMRSSVLKESLDQLVQKEKESPGDLARSPEMDKLKSVTKCYAYIETSSNPADIYRMTNGETSSYWQSDGSARSHWIRLKMKPDVVLRH.... Result: 1 (interaction).